This data is from Reaction yield outcomes from USPTO patents with 853,638 reactions. The task is: Predict the reaction yield, written as a fraction of the theoretical maximum amount of product (1.0 means a 100% yield; for example, 0.34 means a 34% yield). The reactants are [CH2:1]([N:8]1[C:13](=[O:14])[C:12]2[C:15]([CH3:18])=[N:16][S:17][C:11]=2[N:10]=[C:9]1[CH2:19][CH:20]([CH3:22])[CH3:21])[C:2]1[CH:7]=[CH:6][CH:5]=[CH:4][CH:3]=1.C([O-])(=O)C.[Na+].[Br:28]Br.CCOC(C)=O. The catalyst is C(O)(=O)C. The product is [CH2:1]([N:8]1[C:13](=[O:14])[C:12]2[C:15]([CH3:18])=[N:16][S:17][C:11]=2[N:10]=[C:9]1[CH:19]([Br:28])[CH:20]([CH3:22])[CH3:21])[C:2]1[CH:3]=[CH:4][CH:5]=[CH:6][CH:7]=1. The yield is 0.990.